Dataset: Reaction yield outcomes from USPTO patents with 853,638 reactions. Task: Predict the reaction yield, written as a fraction of the theoretical maximum amount of product (1.0 means a 100% yield; for example, 0.34 means a 34% yield). (1) The reactants are [OH-].[Na+].C[O:4][C:5](=[O:28])[CH2:6][CH2:7][C:8]([C:10]1[C:18]2[C:13](=[CH:14][CH:15]=[C:16]([Cl:19])[CH:17]=2)[N:12]([CH2:20][C:21]2[CH:26]=[CH:25][C:24]([Br:27])=[CH:23][CH:22]=2)[CH:11]=1)=[O:9].Cl. The catalyst is O1CCCC1.CO.O. The product is [Br:27][C:24]1[CH:23]=[CH:22][C:21]([CH2:20][N:12]2[C:13]3[C:18](=[CH:17][C:16]([Cl:19])=[CH:15][CH:14]=3)[C:10]([C:8](=[O:9])[CH2:7][CH2:6][C:5]([OH:28])=[O:4])=[CH:11]2)=[CH:26][CH:25]=1. The yield is 0.950. (2) The reactants are [N+:1]([CH2:4][CH2:5][C:6]1[CH:7]=[CH:8][C:9]([O:12][C:13]2[CH:14]=[N:15][CH:16]=[CH:17][CH:18]=2)=[N:10][CH:11]=1)([O-:3])=O.C[O-].[Li+].[C:22]([C:24]1[C:25]([NH2:31])=[N:26][C:27]([NH2:30])=[CH:28][CH:29]=1)#[CH:23].C(N(CC)CC)C. The catalyst is ClCCl.[Ti](Cl)(Cl)(Cl)Cl.O.CS(C)=O.O1CCCC1.CO. The product is [N:15]1[CH:16]=[CH:17][CH:18]=[C:13]([O:12][C:9]2[N:10]=[CH:11][C:6]([CH2:5][C:4]3[CH:23]=[C:22]([C:24]4[C:25]([NH2:31])=[N:26][C:27]([NH2:30])=[CH:28][CH:29]=4)[O:3][N:1]=3)=[CH:7][CH:8]=2)[CH:14]=1. The yield is 0.0900. (3) The reactants are [C:1]([CH2:3][C:4]([O:6]CC)=O)#[N:2]. The catalyst is C(N)CC. The product is [C:1]([CH2:3][C:4]([NH:2][CH2:1][CH2:3][CH3:4])=[O:6])#[N:2]. The yield is 0.980. (4) The reactants are [CH:1]1([C:7]2[C:8]3[CH:9]=[CH:10][C:11]([C:30]([O:32][CH3:33])=[O:31])=[CH:12][C:13]=3[N:14]3[C:20]=2[C:19]2[CH:21]=[CH:22][CH:23]=[CH:24][C:18]=2[N:17]([CH3:25])[CH:16]([C:26](OC)=[O:27])[CH2:15]3)[CH2:6][CH2:5][CH2:4][CH2:3][CH2:2]1.[Li+].[BH4-]. The catalyst is C1COCC1. The product is [CH:1]1([C:7]2[C:8]3[CH:9]=[CH:10][C:11]([C:30]([O:32][CH3:33])=[O:31])=[CH:12][C:13]=3[N:14]3[C:20]=2[C:19]2[CH:21]=[CH:22][CH:23]=[CH:24][C:18]=2[N:17]([CH3:25])[CH:16]([CH2:26][OH:27])[CH2:15]3)[CH2:2][CH2:3][CH2:4][CH2:5][CH2:6]1. The yield is 0.800.